Dataset: Full USPTO retrosynthesis dataset with 1.9M reactions from patents (1976-2016). Task: Predict the reactants needed to synthesize the given product. Given the product [OH:14][C@@H:15]([C@H:17]1[C:37](=[O:38])[N:19]2[C:20]([C:34]([O:36][CH2:8][O:7][C:6]([N:5]([CH2:1][CH:2]([CH3:4])[CH3:3])[CH:11]([CH3:13])[CH3:12])=[O:10])=[O:35])=[C:21]([S:24]/[CH:25]=[CH:26]\[C:27]3[S:31][CH:30]=[N:29][C:28]=3[CH2:32][OH:33])[C@H:22]([CH3:23])[C@H:18]12)[CH3:16], predict the reactants needed to synthesize it. The reactants are: [CH2:1]([N:5]([CH:11]([CH3:13])[CH3:12])[C:6](=[O:10])[O:7][CH2:8]Cl)[CH:2]([CH3:4])[CH3:3].[OH:14][C@@H:15]([C@H:17]1[C:37](=[O:38])[N:19]2[C:20]([C:34]([O-:36])=[O:35])=[C:21]([S:24]/[CH:25]=[CH:26]\[C:27]3[S:31][CH:30]=[N:29][C:28]=3[CH2:32][OH:33])[C@H:22]([CH3:23])[C@H:18]12)[CH3:16].[Na+].